From a dataset of Experimentally validated miRNA-target interactions with 360,000+ pairs, plus equal number of negative samples. Binary Classification. Given a miRNA mature sequence and a target amino acid sequence, predict their likelihood of interaction. (1) The miRNA is hsa-miR-8079 with sequence CAGUGAUCGUCUCUGCUGGC. Result: 0 (no interaction). The protein sequence of the target gene is MLKKFDKKDEESGGGSNPFQHLEKSAVLQEARVFNETPINPRKCAHILTKILYLINQGEHLGTTEATEAFFAMTKLFQSNDPTLRRMCYLTIKEMSCIAEDVIIVTSSLTKDMTGKEDNYRGPAVRALCQITDSTMLQAIERYMKQAIVDKVPSVSSSALVSSLHLLKCSFDVVKRWVNEAQEAASSDNIMVQYHALGLLYHVRKNDRLAVNKMISKVTRHGLKSPFAYCMMIRVASKQLEEEDGSRDSPLFDFIESCLRNKHEMVVYEAASAIVNLPGCSAKELAPAVSVLQLFCSSPK.... (2) The miRNA is hsa-miR-6746-5p with sequence CCGGGAGAAGGAGGUGGCCUGG. The protein sequence of the target gene is MSTVDLARVGACILKHAVTGEAVELRSLWREHACVVAGLRRFGCVVCRWIAQDLSSLAGLLDQHGVRLVGVGPEALGLQEFLDGDYFAGELYLDESKQLYKELGFKRYNSLSILPAALGKPVRDVAAKAKAVGIQGNLSGDLLQSGGLLVVSKGGDKVLLHFVQKSPGDYVPKEHILQVLGISAEVCASDPPQCDREV. Result: 1 (interaction). (3) The miRNA is mmu-miR-21a-5p with sequence UAGCUUAUCAGACUGAUGUUGA. The protein sequence of the target gene is MLLRPRRLPAFSPPSPASPDAELRSAGDVPVTTSDAFATSGGMAEPGSPKAPVSPDSAQRTPWSARETELLLGTLLQPAMWRSLLLDRRQTLPTYRRVSAALARQQVRRTPAQCRRRYKFLKDKLRDSQGQPSGPFDNQIRQLMGLLGDDGPPRVRRRSTGPGRPQRRGRSSLSALAPAPAPVEQEAELPLAAENDEPAPALRFSSSTTKSAGAHRITSSPPLTSTDTLPPEPGHTFESSPTPTPDHDVETPNEPPGLSQGRASSPQVAPQSLNTALLQTLTHLGDISTVLGPLRDQLST.... Result: 0 (no interaction). (4) The miRNA is hsa-miR-6827-3p with sequence ACCGUCUCUUCUGUUCCCCAG. The protein sequence of the target gene is MPNFSGNWKIIRSENFEELLKVLGVNVMLRKIAVAAASKPAVEIKQEGDTFYIKTSTTVRTTEINFKVGEEFEEQTVDGRPCKSLVKWESENKMVCEQKLLKGEGPKTSWTRELTNDGELILTMTADDVVCTRVYVRE. Result: 0 (no interaction). (5) The miRNA is cel-miR-239b-5p with sequence UUUGUACUACACAAAAGUACUG. The protein sequence of the target gene is MKIPNIGNVMNKFEILGVVGEGAYGVVLKCRHKETHEIVAIKKFKDSEENEEVKETTLRELKMLRTLKQENIVELKEAFRRRGKLYLVFEYVEKNMLELLEEMPNGVPPEKVKSYIYQLIKAIHWCHKNDIVHRDIKPENLLISHNDVLKLCDFGFARNLSEGNNANYTEYVATRWYRSPELLLGAPYGKSVDMWSVGCILGELSDGQPLFPGESEIDQLFTIQKVLGPLPSEQMKLFYSNPRFHGLRFPAVNHPQSLERRYLGILNSVLLDLMKNLLKLDPADRYLTEQCLNHPTFQTQ.... Result: 0 (no interaction).